Dataset: Reaction yield outcomes from USPTO patents with 853,638 reactions. Task: Predict the reaction yield, written as a fraction of the theoretical maximum amount of product (1.0 means a 100% yield; for example, 0.34 means a 34% yield). (1) The reactants are [F:1][C:2]1[CH:7]=[C:6]([I:8])[CH:5]=[CH:4][C:3]=1[NH:9][C:10]1[N:15]([CH3:16])[C:14](=[O:17])[C:13]2[CH2:18][C:19]([CH3:22])([CH3:21])[CH2:20][C:12]=2[C:11]=1[C:23](OCC)=[O:24].[Si:28]([O:35][CH2:36][CH2:37][O:38][NH2:39])([C:31]([CH3:34])([CH3:33])[CH3:32])([CH3:30])[CH3:29].[Li+].C[Si]([N-][Si](C)(C)C)(C)C. The catalyst is C1COCC1. The product is [Si:28]([O:35][CH2:36][CH2:37][O:38][NH:39][C:23]([C:11]1[C:12]2[CH2:20][C:19]([CH3:22])([CH3:21])[CH2:18][C:13]=2[C:14](=[O:17])[N:15]([CH3:16])[C:10]=1[NH:9][C:3]1[CH:4]=[CH:5][C:6]([I:8])=[CH:7][C:2]=1[F:1])=[O:24])([C:31]([CH3:34])([CH3:33])[CH3:32])([CH3:30])[CH3:29]. The yield is 0.540. (2) The reactants are [Cl:1][C:2]1[CH:10]=[CH:9][C:5]([C:6](O)=[O:7])=[C:4]([N+:11]([O-:13])=[O:12])[CH:3]=1.O. The catalyst is C1COCC1. The product is [Cl:1][C:2]1[CH:10]=[CH:9][C:5]([CH2:6][OH:7])=[C:4]([N+:11]([O-:13])=[O:12])[CH:3]=1. The yield is 0.360. (3) The reactants are [CH2:1]1[C:6]2[NH:7][C:8]3[C:13]([C:5]=2[CH2:4][CH2:3][N:2]1[CH:14]([CH3:19])[C:15]([O:17]C)=[O:16])=[CH:12][CH:11]=[CH:10][CH:9]=3.C1COCC1.CO.O.[OH-].[Li+]. The catalyst is O. The product is [CH2:1]1[C:6]2[NH:7][C:8]3[C:13]([C:5]=2[CH2:4][CH2:3][N:2]1[CH:14]([CH3:19])[C:15]([OH:17])=[O:16])=[CH:12][CH:11]=[CH:10][CH:9]=3. The yield is 0.850. (4) The reactants are CN(C)C1C=CC=CC=1.P(Cl)(Cl)([Cl:12])=O.[Cl:15][C:16]1[CH:17]=[CH:18][C:19]2[NH:25][C:24]3[CH:26]=[CH:27][CH:28]=[CH:29][C:23]=3[C:22](=O)[NH:21][C:20]=2[CH:31]=1. The yield is 0.690. The catalyst is C1(C)C=CC=CC=1. The product is [Cl:15][C:16]1[CH:17]=[CH:18][C:19]2[N:25]([Cl:12])[C:24]3[CH:26]=[CH:27][CH:28]=[CH:29][C:23]=3[CH:22]=[N:21][C:20]=2[CH:31]=1. (5) The reactants are [NH2:1][C:2]([C:9]1[CH:18]=[CH:17][C:16]2[C:11](=[CH:12][CH:13]=[C:14]([O:19][CH2:20][CH2:21][CH2:22][CH2:23][CH2:24][CH2:25][CH3:26])[CH:15]=2)[N:10]=1)([CH3:8])[C:3](OCC)=[O:4].CO.O1CCCC1.[BH4-].[Na+]. No catalyst specified. The product is [NH2:1][C:2]([C:9]1[CH:18]=[CH:17][C:16]2[C:11](=[CH:12][CH:13]=[C:14]([O:19][CH2:20][CH2:21][CH2:22][CH2:23][CH2:24][CH2:25][CH3:26])[CH:15]=2)[N:10]=1)([CH3:8])[CH2:3][OH:4]. The yield is 0.700. (6) The reactants are [CH:1]([N:14]1[CH:19]=[C:18](I)[C:17](=[O:21])[NH:16][C:15]1=[O:22])([C:8]1[CH:13]=[CH:12][CH:11]=[CH:10][CH:9]=1)[C:2]1[CH:7]=[CH:6][CH:5]=[CH:4][CH:3]=1.[CH:23]1[C:32]2[C:27](=[CH:28][CH:29]=[CH:30][CH:31]=2)[CH:26]=[CH:25][C:24]=1B(O)O. No catalyst specified. The product is [CH:1]([N:14]1[CH:19]=[C:18]([C:25]2[CH:24]=[CH:23][C:32]3[C:27](=[CH:28][CH:29]=[CH:30][CH:31]=3)[CH:26]=2)[C:17](=[O:21])[NH:16][C:15]1=[O:22])([C:8]1[CH:13]=[CH:12][CH:11]=[CH:10][CH:9]=1)[C:2]1[CH:7]=[CH:6][CH:5]=[CH:4][CH:3]=1. The yield is 0.800.